The task is: Regression. Given a peptide amino acid sequence and an MHC pseudo amino acid sequence, predict their binding affinity value. This is MHC class I binding data.. This data is from Peptide-MHC class I binding affinity with 185,985 pairs from IEDB/IMGT. (1) The peptide sequence is MYTRNLLWL. The MHC is HLA-A24:03 with pseudo-sequence HLA-A24:03. The binding affinity (normalized) is 0.939. (2) The binding affinity (normalized) is 0.248. The peptide sequence is LEKEEGIIPDW. The MHC is Mamu-A11 with pseudo-sequence Mamu-A11. (3) The peptide sequence is SAGAAAGAL. The MHC is H-2-Kb with pseudo-sequence H-2-Kb. The binding affinity (normalized) is 0.0205. (4) The peptide sequence is GMWCVLASR. The MHC is HLA-A68:02 with pseudo-sequence HLA-A68:02. The binding affinity (normalized) is 0.0847. (5) The MHC is HLA-A03:01 with pseudo-sequence HLA-A03:01. The peptide sequence is TSAICSVVR. The binding affinity (normalized) is 0.409. (6) The peptide sequence is STLERTSKASLER. The binding affinity (normalized) is 0. The MHC is HLA-A30:01 with pseudo-sequence HLA-A30:01. (7) The peptide sequence is KLVDFRELNK. The MHC is HLA-A02:01 with pseudo-sequence HLA-A02:01. The binding affinity (normalized) is 0.0650.